This data is from Reaction yield outcomes from USPTO patents with 853,638 reactions. The task is: Predict the reaction yield, written as a fraction of the theoretical maximum amount of product (1.0 means a 100% yield; for example, 0.34 means a 34% yield). The reactants are [C:1]1([C:7]2[N:8]=[N:9][NH:10][N:11]=2)[CH:6]=[CH:5][CH:4]=[CH:3][CH:2]=1.[OH-].[Na+].[CH3:14]I. No catalyst specified. The product is [CH3:14][N:9]1[N:10]=[N:11][C:7]([C:1]2[CH:2]=[CH:3][CH:4]=[CH:5][CH:6]=2)=[N:8]1. The yield is 0.460.